Task: Regression. Given two drug SMILES strings and cell line genomic features, predict the synergy score measuring deviation from expected non-interaction effect.. Dataset: NCI-60 drug combinations with 297,098 pairs across 59 cell lines (1) Drug 1: CN(CC1=CN=C2C(=N1)C(=NC(=N2)N)N)C3=CC=C(C=C3)C(=O)NC(CCC(=O)O)C(=O)O. Drug 2: C1C(C(OC1N2C=C(C(=O)NC2=O)F)CO)O. Cell line: SF-268. Synergy scores: CSS=46.9, Synergy_ZIP=-6.17, Synergy_Bliss=-6.37, Synergy_Loewe=-3.70, Synergy_HSA=-5.04. (2) Drug 1: CN1CCC(CC1)COC2=C(C=C3C(=C2)N=CN=C3NC4=C(C=C(C=C4)Br)F)OC. Drug 2: CC1=C2C(C(=O)C3(C(CC4C(C3C(C(C2(C)C)(CC1OC(=O)C(C(C5=CC=CC=C5)NC(=O)OC(C)(C)C)O)O)OC(=O)C6=CC=CC=C6)(CO4)OC(=O)C)OC)C)OC. Cell line: SF-268. Synergy scores: CSS=61.5, Synergy_ZIP=27.5, Synergy_Bliss=27.3, Synergy_Loewe=-4.23, Synergy_HSA=25.3. (3) Drug 1: C1CN1C2=NC(=NC(=N2)N3CC3)N4CC4. Drug 2: CC12CCC3C(C1CCC2O)C(CC4=C3C=CC(=C4)O)CCCCCCCCCS(=O)CCCC(C(F)(F)F)(F)F. Cell line: SK-MEL-5. Synergy scores: CSS=35.8, Synergy_ZIP=-10.0, Synergy_Bliss=-4.91, Synergy_Loewe=-4.49, Synergy_HSA=-4.42. (4) Drug 1: C1=CC(=CC=C1C#N)C(C2=CC=C(C=C2)C#N)N3C=NC=N3. Drug 2: C1CNP(=O)(OC1)N(CCCl)CCCl. Cell line: HCC-2998. Synergy scores: CSS=15.0, Synergy_ZIP=-3.82, Synergy_Bliss=-7.84, Synergy_Loewe=6.34, Synergy_HSA=-2.54. (5) Drug 1: C1CCC(C1)C(CC#N)N2C=C(C=N2)C3=C4C=CNC4=NC=N3. Drug 2: C1=NC2=C(N=C(N=C2N1C3C(C(C(O3)CO)O)F)Cl)N. Cell line: SK-MEL-28. Synergy scores: CSS=15.3, Synergy_ZIP=5.24, Synergy_Bliss=5.19, Synergy_Loewe=-22.6, Synergy_HSA=1.63. (6) Drug 1: C1=CC=C(C=C1)NC(=O)CCCCCCC(=O)NO. Drug 2: CC12CCC3C(C1CCC2O)C(CC4=C3C=CC(=C4)O)CCCCCCCCCS(=O)CCCC(C(F)(F)F)(F)F. Cell line: MDA-MB-231. Synergy scores: CSS=4.34, Synergy_ZIP=-3.66, Synergy_Bliss=-1.86, Synergy_Loewe=-5.35, Synergy_HSA=-2.64. (7) Synergy scores: CSS=23.3, Synergy_ZIP=-4.21, Synergy_Bliss=-4.28, Synergy_Loewe=-43.0, Synergy_HSA=-4.44. Cell line: MDA-MB-231. Drug 1: CCCCCOC(=O)NC1=NC(=O)N(C=C1F)C2C(C(C(O2)C)O)O. Drug 2: CC1C(C(CC(O1)OC2CC(CC3=C2C(=C4C(=C3O)C(=O)C5=C(C4=O)C(=CC=C5)OC)O)(C(=O)CO)O)N)O.Cl. (8) Drug 1: C1=NC2=C(N1)C(=S)N=C(N2)N. Drug 2: CC1=C2C(C(=O)C3(C(CC4C(C3C(C(C2(C)C)(CC1OC(=O)C(C(C5=CC=CC=C5)NC(=O)C6=CC=CC=C6)O)O)OC(=O)C7=CC=CC=C7)(CO4)OC(=O)C)O)C)OC(=O)C. Cell line: SF-268. Synergy scores: CSS=49.5, Synergy_ZIP=-2.07, Synergy_Bliss=2.28, Synergy_Loewe=-15.8, Synergy_HSA=1.17. (9) Drug 1: CCCS(=O)(=O)NC1=C(C(=C(C=C1)F)C(=O)C2=CNC3=C2C=C(C=N3)C4=CC=C(C=C4)Cl)F. Drug 2: CC(C)CN1C=NC2=C1C3=CC=CC=C3N=C2N. Cell line: HL-60(TB). Synergy scores: CSS=-5.86, Synergy_ZIP=8.16, Synergy_Bliss=8.05, Synergy_Loewe=-3.84, Synergy_HSA=-4.61. (10) Drug 1: C1CCN(CC1)CCOC2=CC=C(C=C2)C(=O)C3=C(SC4=C3C=CC(=C4)O)C5=CC=C(C=C5)O. Drug 2: CC1=C(C(CCC1)(C)C)C=CC(=CC=CC(=CC(=O)O)C)C. Cell line: SR. Synergy scores: CSS=-2.86, Synergy_ZIP=0.230, Synergy_Bliss=-8.57, Synergy_Loewe=-5.94, Synergy_HSA=-10.7.